From a dataset of Peptide-MHC class II binding affinity with 134,281 pairs from IEDB. Regression. Given a peptide amino acid sequence and an MHC pseudo amino acid sequence, predict their binding affinity value. This is MHC class II binding data. (1) The peptide sequence is LVVGIYDEPMTPGQC. The MHC is HLA-DQA10401-DQB10402 with pseudo-sequence HLA-DQA10401-DQB10402. The binding affinity (normalized) is 0.326. (2) The peptide sequence is FVHLGHRDNIEDDLL. The MHC is HLA-DQA10301-DQB10302 with pseudo-sequence HLA-DQA10301-DQB10302. The binding affinity (normalized) is 0.112. (3) The peptide sequence is AYVATVSEALRIIAG. The MHC is DRB4_0101 with pseudo-sequence DRB4_0103. The binding affinity (normalized) is 0.260.